Dataset: Catalyst prediction with 721,799 reactions and 888 catalyst types from USPTO. Task: Predict which catalyst facilitates the given reaction. (1) Reactant: C([O:3][C:4]([C:6]1[C:7]([C:11]2[CH:16]=[CH:15][C:14]([Cl:17])=[CH:13][CH:12]=2)=[N:8][O:9][CH:10]=1)=[O:5])C.[OH-].[Na+].Cl. Product: [Cl:17][C:14]1[CH:13]=[CH:12][C:11]([C:7]2[C:6]([C:4]([OH:5])=[O:3])=[CH:10][O:9][N:8]=2)=[CH:16][CH:15]=1. The catalyst class is: 8. (2) Reactant: [CH3:1][S:2]([NH:5][C:6]1[CH:22]=[CH:21][CH:20]=[CH:19][C:7]=1[C:8]([N:10]1[CH2:15][CH2:14][CH2:13][CH:12]([C:16](O)=[O:17])[CH2:11]1)=[O:9])(=[O:4])=[O:3].C(N(CC)CC)C.S(Cl)([Cl:32])=O. Product: [CH3:1][S:2]([NH:5][C:6]1[CH:22]=[CH:21][CH:20]=[CH:19][C:7]=1[C:8]([N:10]1[CH2:15][CH2:14][CH2:13][CH:12]([C:16]([Cl:32])=[O:17])[CH2:11]1)=[O:9])(=[O:4])=[O:3]. The catalyst class is: 2.